Dataset: Catalyst prediction with 721,799 reactions and 888 catalyst types from USPTO. Task: Predict which catalyst facilitates the given reaction. (1) Reactant: [O-:1][CH2:2][CH3:3].[Na+].C([NH:8][C:9](=[O:36])[N:10]([CH2:32][CH:33]([CH3:35])[CH3:34])[C:11]1[S:12][C:13]([CH2:21][C:22]2[C:31]3[C:26](=[CH:27][CH:28]=[CH:29][CH:30]=3)[CH:25]=[CH:24][CH:23]=2)=[CH:14]C=1C(OCC)=O)(=O)C.Cl. Product: [CH3:34][CH:33]([CH3:35])[CH2:32][N:10]1[C:11]2[S:12][C:13]([CH2:21][C:22]3[C:31]4[C:26](=[CH:27][CH:28]=[CH:29][CH:30]=4)[CH:25]=[CH:24][CH:23]=3)=[CH:14][C:3]=2[C:2](=[O:1])[NH:8][C:9]1=[O:36]. The catalyst class is: 8. (2) Reactant: C[O:2][C:3]([C:5]1[S:32][C:8]2[N:9]=[CH:10][N:11]=[C:12]([NH:13][C:14]3[CH:19]=[CH:18][C:17]([F:20])=[CH:16][C:15]=3[O:21][C@H:22]3[CH2:27][CH2:26][CH2:25][N:24]([S:28]([CH3:31])(=[O:30])=[O:29])[CH2:23]3)[C:7]=2[C:6]=1[CH3:33])=[O:4].[OH-].[Li+].Cl. Product: [F:20][C:17]1[CH:18]=[CH:19][C:14]([NH:13][C:12]2[C:7]3[C:6]([CH3:33])=[C:5]([C:3]([OH:4])=[O:2])[S:32][C:8]=3[N:9]=[CH:10][N:11]=2)=[C:15]([O:21][C@H:22]2[CH2:27][CH2:26][CH2:25][N:24]([S:28]([CH3:31])(=[O:30])=[O:29])[CH2:23]2)[CH:16]=1. The catalyst class is: 20. (3) Reactant: [CH:1]1([OH:6])[CH2:5][CH2:4][CH2:3][CH2:2]1.[H-].[Na+].[CH3:9][O:10][C:11]([C:13]1[CH:14]=[N:15][C:16](Cl)=[C:17]([Br:19])[CH:18]=1)=[O:12]. Product: [CH3:9][O:10][C:11]([C:13]1[CH:14]=[N:15][C:16]([O:6][CH:1]2[CH2:5][CH2:4][CH2:3][CH2:2]2)=[C:17]([Br:19])[CH:18]=1)=[O:12]. The catalyst class is: 3.